Dataset: Forward reaction prediction with 1.9M reactions from USPTO patents (1976-2016). Task: Predict the product of the given reaction. (1) The product is: [O:13]1[CH2:14][C@@H:12]1[CH2:11][O:10][C@@H:8]([C:3]1[CH:4]=[CH:5][CH:6]=[CH:7][C:2]=1/[CH:19]=[CH:18]/[CH2:17][CH2:16][C:15]([O:21][CH2:22][CH3:23])=[O:20])[CH3:9]. Given the reactants Br[C:2]1[CH:7]=[CH:6][CH:5]=[CH:4][C:3]=1[C@H:8]([O:10][CH2:11][C@H:12]1[CH2:14][O:13]1)[CH3:9].[C:15]([O:21][CH2:22][CH3:23])(=[O:20])[CH2:16][CH2:17][CH:18]=[CH2:19], predict the reaction product. (2) Given the reactants [CH3:1][C:2]1[CH:7]=[N:6][C:5]([C:8]([OH:10])=[O:9])=[CH:4][N:3]=1.ClC(Cl)(Cl)C(=N)O[C:15]([CH3:18])([CH3:17])[CH3:16].[Cl-].[Na+].C(OCC)(=O)C, predict the reaction product. The product is: [CH3:1][C:2]1[N:3]=[CH:4][C:5]([C:8]([O:10][C:15]([CH3:18])([CH3:17])[CH3:16])=[O:9])=[N:6][CH:7]=1. (3) The product is: [OH:42][CH:41]1[C@@H:37]2[CH2:36][N:35]([C:2]3[N:3]=[C:4]([C:23]4[O:24][C:25]([C:28]5[CH:29]=[CH:30][CH:31]=[CH:32][CH:33]=5)=[N:26][N:27]=4)[C:5]([N:8]([C:16]([O:18][C:19]([CH3:20])([CH3:22])[CH3:21])=[O:17])[C:9](=[O:15])[O:10][C:11]([CH3:13])([CH3:14])[CH3:12])=[N:6][CH:7]=3)[CH2:34][C@@H:38]2[CH2:39][CH2:40]1. Given the reactants Br[C:2]1[N:3]=[C:4]([C:23]2[O:24][C:25]([C:28]3[CH:33]=[CH:32][CH:31]=[CH:30][CH:29]=3)=[N:26][N:27]=2)[C:5]([N:8]([C:16]([O:18][C:19]([CH3:22])([CH3:21])[CH3:20])=[O:17])[C:9](=[O:15])[O:10][C:11]([CH3:14])([CH3:13])[CH3:12])=[N:6][CH:7]=1.[CH2:34]1[C@@H:38]2[CH2:39][CH2:40][CH:41]([OH:42])[C@@H:37]2[CH2:36][NH:35]1.C(N(CC)CC)C, predict the reaction product. (4) Given the reactants [C:1]1([OH:7])[CH:6]=[CH:5][CH:4]=[CH:3][CH:2]=1.[OH-].[K+].Cl[C:11]1[C:20]2[C:15](=[CH:16][CH:17]=[C:18]([CH2:21][N:22]3[CH2:26][CH2:25][C@H:24]([NH:27][S:28]([C:31]4[CH:40]=[CH:39][C:38]5[C:33](=[CH:34][C:35]([O:41][CH3:42])=[CH:36][CH:37]=5)[CH:32]=4)(=[O:30])=[O:29])[C:23]3=[O:43])[CH:19]=2)[CH:14]=[CH:13][N:12]=1.Cl, predict the reaction product. The product is: [O:7]([C:11]1[C:20]2[C:15](=[CH:16][CH:17]=[C:18]([CH2:21][N:22]3[CH2:26][CH2:25][CH:24]([NH:27][S:28]([C:31]4[CH:40]=[CH:39][C:38]5[C:33](=[CH:34][C:35]([O:41][CH3:42])=[CH:36][CH:37]=5)[CH:32]=4)(=[O:29])=[O:30])[C:23]3=[O:43])[CH:19]=2)[CH:14]=[CH:13][N:12]=1)[C:1]1[CH:6]=[CH:5][CH:4]=[CH:3][CH:2]=1. (5) Given the reactants [Cl:1][C:2]1[CH:7]=[C:6]([C:8]#[N:9])[CH:5]=[C:4](Cl)[N:3]=1.[CH3:11][S-:12].[Na+], predict the reaction product. The product is: [Cl:1][C:2]1[CH:7]=[C:6]([C:8]#[N:9])[CH:5]=[C:4]([S:12][CH3:11])[N:3]=1. (6) Given the reactants [N:1]1[N:2]([C:6]2[CH:32]=[CH:31][CH:30]=[CH:29][C:7]=2[C:8]([N:10]2[C@H:15]([CH3:16])[CH2:14][CH2:13][C@@H:12]([C:17]3[O:18][C:19]([C:26]([CH3:28])=[CH2:27])=[C:20]([C:22]([O:24][CH3:25])=[O:23])[N:21]=3)[CH2:11]2)=[O:9])[N:3]=[CH:4][CH:5]=1, predict the reaction product. The product is: [N:1]1[N:2]([C:6]2[CH:32]=[CH:31][CH:30]=[CH:29][C:7]=2[C:8]([N:10]2[C@H:15]([CH3:16])[CH2:14][CH2:13][C@@H:12]([C:17]3[O:18][C:19]([CH:26]([CH3:27])[CH3:28])=[C:20]([C:22]([O:24][CH3:25])=[O:23])[N:21]=3)[CH2:11]2)=[O:9])[N:3]=[CH:4][CH:5]=1. (7) Given the reactants [CH:1](NC(C)C)(C)C.C([Li])CCC.[CH2:13]([CH:15]([C:19]1[CH:24]=[CH:23][N:22]=[CH:21][CH:20]=1)[C:16]([OH:18])=[O:17])[CH3:14].CI, predict the reaction product. The product is: [CH2:13]([C:15]([C:19]1[CH:20]=[CH:21][N:22]=[CH:23][CH:24]=1)([CH3:1])[C:16]([OH:18])=[O:17])[CH3:14].